From a dataset of NCI-60 drug combinations with 297,098 pairs across 59 cell lines. Regression. Given two drug SMILES strings and cell line genomic features, predict the synergy score measuring deviation from expected non-interaction effect. (1) Drug 1: C1CC(C1)(C(=O)O)C(=O)O.[NH2-].[NH2-].[Pt+2]. Drug 2: CCN(CC)CCCC(C)NC1=C2C=C(C=CC2=NC3=C1C=CC(=C3)Cl)OC. Cell line: CAKI-1. Synergy scores: CSS=8.81, Synergy_ZIP=-1.01, Synergy_Bliss=7.91, Synergy_Loewe=-1.47, Synergy_HSA=5.11. (2) Synergy scores: CSS=59.2, Synergy_ZIP=-2.49, Synergy_Bliss=-4.59, Synergy_Loewe=-21.9, Synergy_HSA=-3.59. Drug 2: C1=NNC2=C1C(=O)NC=N2. Cell line: CCRF-CEM. Drug 1: C1=CN(C(=O)N=C1N)C2C(C(C(O2)CO)O)O.Cl. (3) Drug 1: CCN(CC)CCNC(=O)C1=C(NC(=C1C)C=C2C3=C(C=CC(=C3)F)NC2=O)C. Drug 2: CC12CCC3C(C1CCC2O)C(CC4=C3C=CC(=C4)O)CCCCCCCCCS(=O)CCCC(C(F)(F)F)(F)F. Cell line: ACHN. Synergy scores: CSS=-5.57, Synergy_ZIP=-0.838, Synergy_Bliss=-4.21, Synergy_Loewe=-11.6, Synergy_HSA=-7.92. (4) Drug 1: C1CCC(CC1)NC(=O)N(CCCl)N=O. Drug 2: CCC1(CC2CC(C3=C(CCN(C2)C1)C4=CC=CC=C4N3)(C5=C(C=C6C(=C5)C78CCN9C7C(C=CC9)(C(C(C8N6C)(C(=O)OC)O)OC(=O)C)CC)OC)C(=O)OC)O.OS(=O)(=O)O. Cell line: MCF7. Synergy scores: CSS=27.2, Synergy_ZIP=-6.42, Synergy_Bliss=-3.63, Synergy_Loewe=-11.9, Synergy_HSA=-3.25. (5) Drug 1: C1=C(C(=O)NC(=O)N1)F. Drug 2: C1CNP(=O)(OC1)N(CCCl)CCCl. Cell line: SF-268. Synergy scores: CSS=28.4, Synergy_ZIP=0.312, Synergy_Bliss=2.93, Synergy_Loewe=-7.64, Synergy_HSA=1.81.